Regression. Given two drug SMILES strings and cell line genomic features, predict the synergy score measuring deviation from expected non-interaction effect. From a dataset of NCI-60 drug combinations with 297,098 pairs across 59 cell lines. (1) Drug 1: CCC1(CC2CC(C3=C(CCN(C2)C1)C4=CC=CC=C4N3)(C5=C(C=C6C(=C5)C78CCN9C7C(C=CC9)(C(C(C8N6C=O)(C(=O)OC)O)OC(=O)C)CC)OC)C(=O)OC)O.OS(=O)(=O)O. Drug 2: CCC1=C2CN3C(=CC4=C(C3=O)COC(=O)C4(CC)O)C2=NC5=C1C=C(C=C5)O. Cell line: K-562. Synergy scores: CSS=39.3, Synergy_ZIP=-5.06, Synergy_Bliss=-6.20, Synergy_Loewe=-14.8, Synergy_HSA=-5.36. (2) Drug 1: CCC1(CC2CC(C3=C(CCN(C2)C1)C4=CC=CC=C4N3)(C5=C(C=C6C(=C5)C78CCN9C7C(C=CC9)(C(C(C8N6C=O)(C(=O)OC)O)OC(=O)C)CC)OC)C(=O)OC)O.OS(=O)(=O)O. Drug 2: C1C(C(OC1N2C=NC3=C2NC=NCC3O)CO)O. Cell line: UACC62. Synergy scores: CSS=6.17, Synergy_ZIP=-9.63, Synergy_Bliss=-7.09, Synergy_Loewe=-35.3, Synergy_HSA=-7.82. (3) Drug 1: C1=CC(=CC=C1CCC2=CNC3=C2C(=O)NC(=N3)N)C(=O)NC(CCC(=O)O)C(=O)O. Drug 2: CCN(CC)CCNC(=O)C1=C(NC(=C1C)C=C2C3=C(C=CC(=C3)F)NC2=O)C. Cell line: SNB-75. Synergy scores: CSS=19.9, Synergy_ZIP=3.76, Synergy_Bliss=3.26, Synergy_Loewe=-7.47, Synergy_HSA=-0.242. (4) Drug 1: CC1=C2C(C(=O)C3(C(CC4C(C3C(C(C2(C)C)(CC1OC(=O)C(C(C5=CC=CC=C5)NC(=O)OC(C)(C)C)O)O)OC(=O)C6=CC=CC=C6)(CO4)OC(=O)C)OC)C)OC. Drug 2: CC1C(C(CC(O1)OC2CC(CC3=C2C(=C4C(=C3O)C(=O)C5=C(C4=O)C(=CC=C5)OC)O)(C(=O)CO)O)N)O.Cl. Cell line: OVCAR3. Synergy scores: CSS=37.3, Synergy_ZIP=-11.3, Synergy_Bliss=-16.3, Synergy_Loewe=-11.1, Synergy_HSA=-9.64.